From a dataset of Catalyst prediction with 721,799 reactions and 888 catalyst types from USPTO. Predict which catalyst facilitates the given reaction. (1) Reactant: [C:1]([C:3]1[CH:4]=[CH:5][C:6]([O:29][CH3:30])=[C:7]([S:9]([NH:12][CH2:13][CH2:14][C:15]2[CH:25]=[CH:24][C:23]([CH:26]([CH3:28])[CH3:27])=[CH:22][C:16]=2[O:17][CH2:18][C:19](O)=[O:20])(=[O:11])=[O:10])[CH:8]=1)#[N:2].[Cl-].[NH4+].O.O[N:35]1C2C=CC=CC=2N=N1.C(N(CC)C(C)C)(C)C.Cl.CN(C)CCCN=C=NCC. Product: [C:1]([C:3]1[CH:4]=[CH:5][C:6]([O:29][CH3:30])=[C:7]([S:9]([NH:12][CH2:13][CH2:14][C:15]2[CH:25]=[CH:24][C:23]([CH:26]([CH3:27])[CH3:28])=[CH:22][C:16]=2[O:17][CH2:18][C:19]([NH2:35])=[O:20])(=[O:11])=[O:10])[CH:8]=1)#[N:2]. The catalyst class is: 6. (2) Reactant: [Cl:1][C:2]1[CH:7]=[C:6]([Cl:8])[C:5]([NH:9][C:10]2[S:11][CH2:12][C:13](=[O:15])[N:14]=2)=[CH:4][C:3]=1[NH:16][C:17]([CH:19]1[CH2:22][CH2:21][CH2:20]1)=[O:18].[CH:23]1([C:27](Cl)=O)[CH2:26][CH2:25][CH2:24]1.[OH-].[K+].Cl. Product: [Cl:1][C:2]1[CH:7]=[C:6]([Cl:8])[C:5]([NH:9][C:10]2[S:11]/[C:12](=[CH:7]\[C:2]3[CH:3]=[C:23]4[C:26](=[CH:25][CH:24]=3)[N:9]=[CH:5][CH:4]=[CH:27]4)/[C:13](=[O:15])[N:14]=2)=[CH:4][C:3]=1[NH:16][C:17]([CH:19]1[CH2:20][CH2:21][CH2:22]1)=[O:18]. The catalyst class is: 858. (3) Reactant: [O:1]1[CH2:6][CH2:5][N:4]([C:7]2[C:8]([N+:17]([O-])=O)=[C:9]([CH:14]=[CH:15][CH:16]=2)[C:10]([O:12][CH3:13])=[O:11])[CH2:3][CH2:2]1.[H][H]. Product: [NH2:17][C:8]1[C:7]([N:4]2[CH2:3][CH2:2][O:1][CH2:6][CH2:5]2)=[CH:16][CH:15]=[CH:14][C:9]=1[C:10]([O:12][CH3:13])=[O:11]. The catalyst class is: 19. (4) Reactant: [NH2:1][C:2]1[C:3](=[O:15])[NH:4][C:5](=[O:14])[N:6]([CH2:9][CH2:10][CH2:11][CH2:12][CH3:13])[C:7]=1[NH2:8].[F:16][C:17]([F:28])([F:27])[C:18](O[C:18](=O)[C:17]([F:28])([F:27])[F:16])=O. Product: [CH2:9]([N:6]1[C:7]2[N:8]=[C:18]([C:17]([F:28])([F:27])[F:16])[NH:1][C:2]=2[C:3](=[O:15])[NH:4][C:5]1=[O:14])[CH2:10][CH2:11][CH2:12][CH3:13]. The catalyst class is: 3.